Dataset: Reaction yield outcomes from USPTO patents with 853,638 reactions. Task: Predict the reaction yield, written as a fraction of the theoretical maximum amount of product (1.0 means a 100% yield; for example, 0.34 means a 34% yield). (1) The reactants are C([O:3][C:4](=O)[CH2:5][N:6]([C:15]1[CH:16]=[CH:17][CH:18]=[C:19]2[C:23]=1[NH:22][C:21]([C:24]1[S:25][CH:26]([CH2:29][N:30]3[CH2:35][CH2:34][O:33][CH2:32][CH2:31]3)[CH2:27][N:28]=1)=[CH:20]2)[S:7]([C:10]1[S:11][CH:12]=[CH:13][CH:14]=1)(=[O:9])=[O:8])C.[BH4-].[Li+].Cl. The catalyst is O1CCCC1.CO. The product is [OH:3][CH2:4][CH2:5][N:6]([C:15]1[CH:16]=[CH:17][CH:18]=[C:19]2[C:23]=1[NH:22][C:21]([C:24]1[S:25][CH:26]([CH2:29][N:30]3[CH2:35][CH2:34][O:33][CH2:32][CH2:31]3)[CH2:27][N:28]=1)=[CH:20]2)[S:7]([C:10]1[S:11][CH:12]=[CH:13][CH:14]=1)(=[O:8])=[O:9]. The yield is 0.760. (2) The reactants are [F:1][C:2]1[C:3]([NH:16][NH2:17])=[N:4][C:5]([CH3:15])=[N:6][C:7]=1[NH:8][CH2:9][C:10]1[S:11][CH:12]=[CH:13][N:14]=1.[CH:18]1([CH2:23][C@H:24]([CH2:28][N:29]([CH:37]=[O:38])[O:30][CH:31]2[CH2:36][CH2:35][CH2:34][CH2:33][O:32]2)[C:25](O)=[O:26])[CH2:22][CH2:21][CH2:20][CH2:19]1.C1C=NC2N(O)N=NC=2C=1.CN1CCOCC1.C(Cl)CCl. The catalyst is CN(C=O)C. The product is [CH:18]1([CH2:23][C@@H:24]([C:25]([NH:17][NH:16][C:3]2[C:2]([F:1])=[C:7]([NH:8][CH2:9][C:10]3[S:11][CH:12]=[CH:13][N:14]=3)[N:6]=[C:5]([CH3:15])[N:4]=2)=[O:26])[CH2:28][N:29]([O:30][CH:31]2[CH2:36][CH2:35][CH2:34][CH2:33][O:32]2)[CH:37]=[O:38])[CH2:22][CH2:21][CH2:20][CH2:19]1. The yield is 0.450. (3) The reactants are [OH:1][CH2:2][C:3]1[CH:8]=[CH:7][C:6]([OH:9])=[CH:5][CH:4]=1.[CH3:10][N:11]([C:15]1[CH:20]=[CH:19][CH:18]=[CH:17][CH:16]=1)[C:12](Cl)=[O:13]. The catalyst is C(Cl)Cl. The product is [OH:1][CH2:2][C:3]1[CH:8]=[CH:7][C:6]([O:9][C:12](=[O:13])[N:11]([CH3:10])[C:15]2[CH:20]=[CH:19][CH:18]=[CH:17][CH:16]=2)=[CH:5][CH:4]=1. The yield is 0.850. (4) The reactants are [CH3:1][C:2]1[S:11][C:10]2[CH2:9][C:8]3[CH:12]=[CH:13][CH:14]=[CH:15][C:7]=3[NH:6][C:5](=[O:16])[C:4]=2[CH:3]=1.C(=O)(O)[O-:18].[Na+]. The catalyst is C(O)(=O)C.[O-2].[O-2].[O-2].[Cr+6]. The product is [NH3:6].[CH3:1][C:2]1[S:11][C:10]2[C:9](=[O:18])[C:8]3[CH:12]=[CH:13][CH:14]=[CH:15][C:7]=3[NH:6][C:5](=[O:16])[C:4]=2[CH:3]=1. The yield is 0.0300. (5) The reactants are [C:1]1([NH2:8])[C:2]([NH2:7])=[CH:3][CH:4]=[CH:5][CH:6]=1.[Cl:9][C:10]1[CH:11]=[CH:12][C:13]([O:19]C)=[C:14]([CH:18]=1)[C:15](O)=O.[OH-].[K+]. No catalyst specified. The product is [NH:7]1[C:2]2[CH:3]=[CH:4][CH:5]=[CH:6][C:1]=2[N:8]=[C:15]1[C:14]1[CH:18]=[C:10]([Cl:9])[CH:11]=[CH:12][C:13]=1[OH:19]. The yield is 0.270. (6) The reactants are [CH3:1][N:2]1[CH:6]2[CH2:7][CH:8]([OH:10])[CH2:9][CH:3]1[CH2:4][CH2:5]2.C(N(C(C)C)CC)(C)C.[CH3:20][S:21](Cl)(=[O:23])=[O:22].C(=O)([O-])[O-].[K+].[K+]. The catalyst is ClCCl.O.CCCCCCC. The product is [CH3:1][N:2]1[CH:6]2[CH2:7][CH:8]([O:10][S:21]([CH3:20])(=[O:23])=[O:22])[CH2:9][CH:3]1[CH2:4][CH2:5]2. The yield is 0.881.